Dataset: Catalyst prediction with 721,799 reactions and 888 catalyst types from USPTO. Task: Predict which catalyst facilitates the given reaction. Product: [Cl:20][C:21]1[C:22]([C:31]([F:33])([F:32])[F:34])=[N:23][N:24]([CH2:27][C:28]([NH:19][C:11]2[CH:10]=[N:9][N:8]([C:5]3[CH:4]=[CH:3][C:2]([F:1])=[CH:7][CH:6]=3)[C:12]=2[C:13]2[CH:18]=[CH:17][CH:16]=[CH:15][CH:14]=2)=[O:29])[C:25]=1[CH3:26]. Reactant: [F:1][C:2]1[CH:7]=[CH:6][C:5]([N:8]2[C:12]([C:13]3[CH:18]=[CH:17][CH:16]=[CH:15][CH:14]=3)=[C:11]([NH2:19])[CH:10]=[N:9]2)=[CH:4][CH:3]=1.[Cl:20][C:21]1[C:22]([C:31]([F:34])([F:33])[F:32])=[N:23][N:24]([CH2:27][C:28](O)=[O:29])[C:25]=1[CH3:26].C(N(C(C)C)CC)(C)C.CN(C(ON1N=NC2C=CC=NC1=2)=[N+](C)C)C.F[P-](F)(F)(F)(F)F. The catalyst class is: 18.